Dataset: Merck oncology drug combination screen with 23,052 pairs across 39 cell lines. Task: Regression. Given two drug SMILES strings and cell line genomic features, predict the synergy score measuring deviation from expected non-interaction effect. Drug 1: COC1=C2CC(C)CC(OC)C(O)C(C)C=C(C)C(OC(N)=O)C(OC)C=CC=C(C)C(=O)NC(=CC1=O)C2=O. Drug 2: CCc1cnn2c(NCc3ccc[n+]([O-])c3)cc(N3CCCCC3CCO)nc12. Cell line: SW620. Synergy scores: synergy=-13.6.